This data is from Reaction yield outcomes from USPTO patents with 853,638 reactions. The task is: Predict the reaction yield, written as a fraction of the theoretical maximum amount of product (1.0 means a 100% yield; for example, 0.34 means a 34% yield). The reactants are [O:1]=[C:2]1[C:7]([CH2:8][C:9]2[CH:14]=[CH:13][C:12]([C:15]3[C:16]([C:21]#[N:22])=[CH:17][CH:18]=[CH:19][CH:20]=3)=[CH:11][CH:10]=2)=[C:6]([CH2:23][CH2:24][CH3:25])[N:5]2[N:26]=[CH:27][N:28]=[C:4]2[N:3]1[CH:29]1[CH2:34][CH2:33][CH:32]([O:35][CH2:36][CH:37]=C)[CH2:31][CH2:30]1.I([O-])(=O)(=O)=[O:40].[Na+].CC(C)=O.C(#N)C. The catalyst is C(OCC)(=O)C.O.[Os]=O. The product is [OH:40][CH2:37][CH2:36][O:35][C@H:32]1[CH2:33][CH2:34][C@H:29]([N:3]2[C:2](=[O:1])[C:7]([CH2:8][C:9]3[CH:14]=[CH:13][C:12]([C:15]4[C:16]([C:21]#[N:22])=[CH:17][CH:18]=[CH:19][CH:20]=4)=[CH:11][CH:10]=3)=[C:6]([CH2:23][CH2:24][CH3:25])[N:5]3[N:26]=[CH:27][N:28]=[C:4]23)[CH2:30][CH2:31]1. The yield is 0.200.